Dataset: Full USPTO retrosynthesis dataset with 1.9M reactions from patents (1976-2016). Task: Predict the reactants needed to synthesize the given product. Given the product [C:1]([O:5][C:6](=[O:19])[NH:7][C:8]1[CH:13]=[CH:12][CH:11]=[CH:10][C:9]=1[NH:14][C:15](=[O:18])/[CH:16]=[CH:17]/[C:21]1[CH:28]=[CH:27][C:24]([CH:25]=[O:26])=[CH:23][CH:22]=1)([CH3:4])([CH3:2])[CH3:3], predict the reactants needed to synthesize it. The reactants are: [C:1]([O:5][C:6](=[O:19])[NH:7][C:8]1[CH:13]=[CH:12][CH:11]=[CH:10][C:9]=1[NH:14][C:15](=[O:18])[CH:16]=[CH2:17])([CH3:4])([CH3:3])[CH3:2].Br[C:21]1[CH:28]=[CH:27][C:24]([CH:25]=[O:26])=[CH:23][CH:22]=1.C(N(CC)CC)C.[NH4+].[Cl-].